This data is from Full USPTO retrosynthesis dataset with 1.9M reactions from patents (1976-2016). The task is: Predict the reactants needed to synthesize the given product. (1) Given the product [CH3:30][CH:28]([CH3:29])[C@@H:24]([CH2:23][S:20]([N:17]1[CH2:18][CH2:19][N:14]([C:11]2[N:12]=[CH:13][C:8]([C:5]3[CH:4]=[N:39][CH:2]=[CH:7][CH:6]=3)=[CH:9][N:10]=2)[CH2:15][CH2:16]1)(=[O:22])=[O:21])[C:25]([OH:27])=[O:26], predict the reactants needed to synthesize it. The reactants are: F[C:2]1[CH:7]=[CH:6][C:5]([C:8]2[CH:9]=[N:10][C:11]([N:14]3[CH2:19][CH2:18][N:17]([S:20]([CH2:23][C@H:24]([CH:28]([CH3:30])[CH3:29])[C:25]([OH:27])=[O:26])(=[O:22])=[O:21])[CH2:16][CH2:15]3)=[N:12][CH:13]=2)=[CH:4]C=1.C([C@@H]1COC(=O)[N:39]1C(=O)[C@H](CS(N1CCN(C2N=CC(C3C=NC=CC=3)=CN=2)CC1)(=O)=O)C(C)C)C1C=CC=CC=1. (2) Given the product [C:1]([S:5][C:6]1[CH:11]=[C:10]([NH2:12])[CH:9]=[C:8]([S:15]([C:17]([CH3:20])([CH3:19])[CH3:18])=[O:16])[CH:7]=1)([CH3:4])([CH3:2])[CH3:3], predict the reactants needed to synthesize it. The reactants are: [C:1]([S:5][C:6]1[CH:11]=[C:10]([N+:12]([O-])=O)[CH:9]=[C:8]([S:15]([C:17]([CH3:20])([CH3:19])[CH3:18])=[O:16])[CH:7]=1)([CH3:4])([CH3:3])[CH3:2].[Cl-].[NH4+].O. (3) Given the product [ClH:24].[CH3:1][C@H:2]([O:5][C:6]1[CH:7]=[CH:8][C:9]2[CH2:10][NH:11][CH2:12][CH2:13][O:14][C:15]=2[N:16]=1)[CH2:3][CH3:4], predict the reactants needed to synthesize it. The reactants are: [CH3:1][C@H:2]([O:5][C:6]1[CH:7]=[CH:8][C:9]2[CH2:10][N:11](C(OC(C)(C)C)=O)[CH2:12][CH2:13][O:14][C:15]=2[N:16]=1)[CH2:3][CH3:4].[ClH:24].C(OCC)(=O)C. (4) Given the product [CH2:1]([O:3][C:4]([C:6]1[C:7]([CH3:19])=[CH:8][NH:9][C:10]=1[CH3:11])=[O:5])[CH3:2], predict the reactants needed to synthesize it. The reactants are: [CH2:1]([O:3][C:4]([C:6]1[C:7]([CH3:19])=[C:8](C(OC(C)(C)C)=O)[NH:9][C:10]=1[CH3:11])=[O:5])[CH3:2].C(O)C.Cl. (5) The reactants are: [NH2:1][C:2]1[CH:3]=[C:4]([CH:8]2[CH2:11][N:10]([C:12]([O:14][C:15]([CH3:18])([CH3:17])[CH3:16])=[O:13])[CH2:9]2)[CH:5]=[CH:6][CH:7]=1.[Cl:19][C:20]1[CH:33]=[CH:32][C:23]2[S:24][C:25]([S:28](Cl)(=[O:30])=[O:29])=[C:26]([CH3:27])[C:22]=2[CH:21]=1. Given the product [Cl:19][C:20]1[CH:33]=[CH:32][C:23]2[S:24][C:25]([S:28]([NH:1][C:2]3[CH:3]=[C:4]([CH:8]4[CH2:9][N:10]([C:12]([O:14][C:15]([CH3:18])([CH3:17])[CH3:16])=[O:13])[CH2:11]4)[CH:5]=[CH:6][CH:7]=3)(=[O:29])=[O:30])=[C:26]([CH3:27])[C:22]=2[CH:21]=1, predict the reactants needed to synthesize it. (6) Given the product [CH3:1][C:2]1[CH:3]=[CH:4][CH:5]=[C:6]([C:8]#[C:9][CH:10]=[C:12]2[CH2:17][CH2:16][N:15]([C:35]3[S:36][CH:37]=[CH:38][C:39]=3[N+:40]([O-:42])=[O:41])[CH2:14][CH2:13]2)[N:7]=1, predict the reactants needed to synthesize it. The reactants are: [CH3:1][C:2]1[N:7]=[C:6]([C:8]#[C:9][CH:10]([CH:12]2[CH2:17][CH2:16][NH:15][CH2:14][CH2:13]2)O)[CH:5]=[CH:4][CH:3]=1.CC1C=CC=C(C#CC=C2CCNCC2)N=1.Cl[C:35]1[S:36][CH:37]=[CH:38][C:39]=1[N+:40]([O-:42])=[O:41]. (7) Given the product [CH3:1][C:2]1[O:6][N:5]=[C:4]([C:7]2[CH:8]=[CH:9][C:10]([NH:13][CH2:14][C:15]([OH:17])=[O:16])=[CH:11][CH:12]=2)[N:3]=1, predict the reactants needed to synthesize it. The reactants are: [CH3:1][C:2]1[O:6][N:5]=[C:4]([C:7]2[CH:12]=[CH:11][C:10]([NH:13][CH2:14][C:15]([O-:17])=[O:16])=[CH:9][CH:8]=2)[N:3]=1.[OH-].[Na+].Cl. (8) Given the product [C:8]([O:7][N:6]1[C:22]2[C:17](=[CH:18][CH:19]=[CH:20][CH:21]=2)[CH:16]=[N:24][C:4]1=[O:5])([CH3:11])([CH3:10])[CH3:9], predict the reactants needed to synthesize it. The reactants are: NC1C=CC=CC=1[C:4]([NH:6][O:7][C:8]([CH3:11])([CH3:10])[CH3:9])=[O:5].[C:16]([NH2:24])(=O)[C:17]1[CH:22]=[CH:21][CH:20]=[CH:19][CH:18]=1. (9) Given the product [Cl:1][C:2]1[C:3]([CH2:9][CH2:10][NH2:11])=[N:4][CH:5]=[C:6]([Cl:8])[CH:7]=1, predict the reactants needed to synthesize it. The reactants are: [Cl:1][C:2]1[C:3]([CH2:9][CH2:10][NH:11]C(=O)OC(C)(C)C)=[N:4][CH:5]=[C:6]([Cl:8])[CH:7]=1.C(O)(C(F)(F)F)=O.